From a dataset of Reaction yield outcomes from USPTO patents with 853,638 reactions. Predict the reaction yield, written as a fraction of the theoretical maximum amount of product (1.0 means a 100% yield; for example, 0.34 means a 34% yield). (1) The reactants are [O:1]1CCO[CH:2]1[C:6]1[C:11]([OH:12])=[CH:10][CH:9]=[CH:8][C:7]=1O.[OH:14][CH2:15][C@@H:16]1[CH2:21][CH2:20][C@H:19]([C:22]([O:24][CH3:25])=[O:23])[CH2:18][CH2:17]1.C1C=CC(P(C2C=CC=CC=2)C2C=CC=CC=2)=CC=1.CC(OC(/N=N/C(OC(C)C)=O)=O)C. The catalyst is C1COCC1. The product is [CH:2]([C:6]1[C:11]([OH:12])=[CH:10][CH:9]=[CH:8][C:7]=1[O:14][CH2:15][C@@H:16]1[CH2:17][CH2:18][C@H:19]([C:22]([O:24][CH3:25])=[O:23])[CH2:20][CH2:21]1)=[O:1]. The yield is 0.250. (2) The reactants are Br[C:2]([CH3:8])([CH3:7])[C:3]([O:5][CH3:6])=[O:4].[Cl:9][C:10]1[N:11]=[CH:12][C:13]2[C:18]([I:19])=[CH:17][NH:16][C:14]=2[N:15]=1.[I-].[K+].C(=O)([O-])[O-].[Cs+].[Cs+]. The catalyst is CN(C=O)C.O. The product is [Cl:9][C:10]1[N:11]=[CH:12][C:13]2[C:18]([I:19])=[CH:17][N:16]([C:2]([CH3:8])([CH3:7])[C:3]([O:5][CH3:6])=[O:4])[C:14]=2[N:15]=1. The yield is 0.920.